This data is from Catalyst prediction with 721,799 reactions and 888 catalyst types from USPTO. The task is: Predict which catalyst facilitates the given reaction. (1) Reactant: Br[C:2]1[C:3]([C:22]#[N:23])=[C:4]([NH:13][C:14]([CH:16]2[CH2:21][CH2:20][CH2:19][CH2:18][CH2:17]2)=[O:15])[S:5][C:6]=1[C:7]1[CH:12]=[CH:11][CH:10]=[CH:9][CH:8]=1.[Cu][C:25]#[N:26]. Product: [C:22]([C:3]1[C:2]([C:25]#[N:26])=[C:6]([C:7]2[CH:12]=[CH:11][CH:10]=[CH:9][CH:8]=2)[S:5][C:4]=1[NH:13][C:14]([CH:16]1[CH2:21][CH2:20][CH2:19][CH2:18][CH2:17]1)=[O:15])#[N:23]. The catalyst class is: 3. (2) Reactant: [NH2:1][C:2]1[CH:7]=[CH:6][C:5]([C:8]2[N:13]3[N:14]=[C:15]([NH:17][C:18]4[CH:23]=[CH:22][C:21]([O:24][CH2:25][CH2:26][N:27]5[CH2:31][CH2:30][CH2:29][CH2:28]5)=[CH:20][CH:19]=4)[N:16]=[C:12]3[CH:11]=[CH:10][CH:9]=2)=[CH:4][CH:3]=1.C(O)(=O)C.[Cl:36][C:37]1[CH:38]=[C:39]([CH:42]=[CH:43][CH:44]=1)[CH:40]=O. Product: [Cl:36][C:37]1[CH:38]=[C:39]([CH:42]=[CH:43][CH:44]=1)[CH2:40][NH:1][C:2]1[CH:7]=[CH:6][C:5]([C:8]2[N:13]3[N:14]=[C:15]([NH:17][C:18]4[CH:23]=[CH:22][C:21]([O:24][CH2:25][CH2:26][N:27]5[CH2:28][CH2:29][CH2:30][CH2:31]5)=[CH:20][CH:19]=4)[N:16]=[C:12]3[CH:11]=[CH:10][CH:9]=2)=[CH:4][CH:3]=1. The catalyst class is: 5. (3) Reactant: Cl[C:2]1[N:7]=[CH:6][N:5]=[C:4]2[C:8]3[C:9](=[N:11][C:12]([N:21]4[CH2:26][CH2:25][O:24][CH2:23][CH2:22]4)=[C:13]4[CH2:18][O:17][C:16]([CH3:20])([CH3:19])[CH2:15][C:14]=34)[O:10][C:3]=12.[N:27]1([CH2:33][CH2:34][NH2:35])[CH2:32][CH2:31][O:30][CH2:29][CH2:28]1. Product: [CH3:19][C:16]1([CH3:20])[O:17][CH2:18][C:13]2=[C:12]([N:21]3[CH2:26][CH2:25][O:24][CH2:23][CH2:22]3)[N:11]=[C:9]3[O:10][C:3]4[C:4](=[N:5][CH:6]=[N:7][C:2]=4[NH:35][CH2:34][CH2:33][N:27]4[CH2:32][CH2:31][O:30][CH2:29][CH2:28]4)[C:8]3=[C:14]2[CH2:15]1. The catalyst class is: 8. (4) Reactant: Cl[C:2]1[N:26]=[CH:25][C:24]([Cl:27])=[CH:23][C:3]=1[C:4]([NH:6][C:7](=[NH:22])[CH2:8][O:9][CH2:10][CH2:11][C:12]1[CH:21]=[CH:20][C:19]2[C:14](=[CH:15][CH:16]=[CH:17][CH:18]=2)[CH:13]=1)=[O:5].C(=O)([O-])[O-].[K+].[K+]. Product: [Cl:27][C:24]1[CH:25]=[N:26][C:2]2[N:22]=[C:7]([CH2:8][O:9][CH2:10][CH2:11][C:12]3[CH:21]=[CH:20][C:19]4[C:14](=[CH:15][CH:16]=[CH:17][CH:18]=4)[CH:13]=3)[NH:6][C:4](=[O:5])[C:3]=2[CH:23]=1. The catalyst class is: 3.